Dataset: Full USPTO retrosynthesis dataset with 1.9M reactions from patents (1976-2016). Task: Predict the reactants needed to synthesize the given product. (1) Given the product [NH2:1][C:2]1[C:11]2[N:12]=[C:13]([CH2:20][CH3:21])[N:14]([CH2:15][C:16]([OH:19])([CH3:18])[CH3:17])[C:10]=2[C:9]2[CH:8]=[CH:7][C:6]([CH2:22][CH2:23][NH:24][S:46]([CH3:45])(=[O:48])=[O:47])=[CH:5][C:4]=2[N:3]=1, predict the reactants needed to synthesize it. The reactants are: [NH2:1][C:2]1[C:11]2[N:12]=[C:13]([CH2:20][CH3:21])[N:14]([CH2:15][C:16]([OH:19])([CH3:18])[CH3:17])[C:10]=2[C:9]2[CH:8]=[CH:7][C:6]([CH2:22][CH2:23][N:24]3C(=O)C4C(=CC=CC=4)C3=O)=[CH:5][C:4]=2[N:3]=1.O.NN.C(N(CC)CC)C.[CH3:45][S:46](O[S:46]([CH3:45])(=[O:48])=[O:47])(=[O:48])=[O:47]. (2) Given the product [Cl:34][C:35]1[N:40]=[C:39]([NH:11][C@H:9]([C:6]2[N:7]=[CH:8][C:3]([F:2])=[CH:4][N:5]=2)[CH3:10])[N:38]=[C:37]([NH:42][C:43]2[N:44]=[CH:45][N:46]([CH2:48][O:49][CH2:50][CH2:51][Si:52]([CH3:55])([CH3:54])[CH3:53])[CH:47]=2)[N:36]=1, predict the reactants needed to synthesize it. The reactants are: Cl.[F:2][C:3]1[CH:4]=[N:5][C:6]([C@@H:9]([NH2:11])[CH3:10])=[N:7][CH:8]=1.ClC1N=C(Cl)N=C(NC2N(COCC[Si](C)(C)C)C=NC=2)N=1.[Cl:34][C:35]1[N:40]=[C:39](Cl)[N:38]=[C:37]([NH:42][C:43]2[N:44]=[CH:45][N:46]([CH2:48][O:49][CH2:50][CH2:51][Si:52]([CH3:55])([CH3:54])[CH3:53])[CH:47]=2)[N:36]=1. (3) Given the product [NH2:1][C:2]1[N:6]([C:7]2[CH:15]=[CH:14][C:10]([C:11]([NH:44][CH2:45][C:50]3[CH:49]=[CH:48][CH:47]=[CH:46][N:42]=3)=[O:13])=[C:9]([CH3:16])[CH:8]=2)[N:5]=[C:4]([C:17]([F:20])([F:19])[F:18])[C:3]=1[C:21]1[CH:22]=[C:23]([Cl:28])[CH:24]=[C:25]([Cl:27])[CH:26]=1, predict the reactants needed to synthesize it. The reactants are: [NH2:1][C:2]1[N:6]([C:7]2[CH:15]=[CH:14][C:10]([C:11]([OH:13])=O)=[C:9]([CH3:16])[CH:8]=2)[N:5]=[C:4]([C:17]([F:20])([F:19])[F:18])[C:3]=1[C:21]1[CH:26]=[C:25]([Cl:27])[CH:24]=[C:23]([Cl:28])[CH:22]=1.Cl.C(N=C=NCCCN(C)C)C.O[N:42]1[C:46]2[CH:47]=[CH:48][CH:49]=[CH:50][C:45]=2[N:44]=N1.C(N(CC)CC)C.NCC1C=CC=CN=1. (4) Given the product [Cl:10][C:11]1[CH:12]=[C:13]([C:26]2[N:34]=[C:33]([CH3:35])[N:32]=[C:31]3[C:27]=2[N:28]=[CH:29][NH:30]3)[C:14]([NH:17][C:18]2[CH:19]=[N:20][C:21]([O:24][CH3:25])=[CH:22][CH:23]=2)=[N:15][CH:16]=1, predict the reactants needed to synthesize it. The reactants are: N1C=C2C(N=CN2)=NC=1.[Cl:10][C:11]1[CH:12]=[C:13]([C:26]2[N:34]=[C:33]([CH3:35])[N:32]=[C:31]3[C:27]=2[N:28]=[CH:29][N:30]3C2CCCCO2)[C:14]([NH:17][C:18]2[CH:19]=[N:20][C:21]([O:24][CH3:25])=[CH:22][CH:23]=2)=[N:15][CH:16]=1.Cl.[OH-].[Na+].